This data is from Catalyst prediction with 721,799 reactions and 888 catalyst types from USPTO. The task is: Predict which catalyst facilitates the given reaction. (1) Reactant: Cl.[NH2:2][OH:3].[CH:4]1([O:9][C:10]2[C:11]([O:21][CH3:22])=[CH:12][CH:13]=[C:14]3[C:19]=2[O:18][CH2:17][CH2:16][C:15]3=O)[CH2:8][CH2:7][CH2:6][CH2:5]1.C(=O)([O-])[O-].[K+].[K+]. Product: [CH:4]1([O:9][C:10]2[C:11]([O:21][CH3:22])=[CH:12][CH:13]=[C:14]3[C:19]=2[O:18][CH2:17][CH2:16][C:15]3=[N:2][OH:3])[CH2:8][CH2:7][CH2:6][CH2:5]1. The catalyst class is: 8. (2) The catalyst class is: 2. Product: [Cl:15][C:11]1[N:10]=[CH:9][C:8]([NH2:7])=[C:13]([I:14])[CH:12]=1. Reactant: C(OC(=O)[NH:7][C:8]1[CH:9]=[N:10][C:11]([Cl:15])=[CH:12][C:13]=1[I:14])(C)(C)C.Cl.O1CCOCC1.